This data is from Full USPTO retrosynthesis dataset with 1.9M reactions from patents (1976-2016). The task is: Predict the reactants needed to synthesize the given product. (1) The reactants are: Cl[C:2]1[S:3](=O)[C:4]([C:10]2[CH:15]=[CH:14][CH:13]=[CH:12][C:11]=2[F:16])=[C:5]2[CH2:9][CH2:8][CH2:7][C:6]=12.[N:18]1[CH:23]=[CH:22][C:21](B(O)O)=[CH:20][CH:19]=1.C([O-])(O)=[O:28].[Na+]. Given the product [F:16][C:11]1[CH:12]=[CH:13][CH:14]=[CH:15][C:10]=1[C:4]1[S:3][C:2]([C:21]2[CH:22]=[CH:23][N:18]=[CH:19][CH:20]=2)=[C:6]2[CH2:7][CH2:8][C:9](=[O:28])[C:5]=12, predict the reactants needed to synthesize it. (2) Given the product [CH3:30][O:31][C:32]1[CH:33]=[C:34]([NH:44][C:45]2[N:47]=[CH:3][C:4]3[CH2:5][CH2:6][CH2:7][CH:8]([C:11]4[CH:16]=[CH:15][CH:14]=[C:13]([C:17]([F:18])([F:20])[F:19])[CH:12]=4)[C:9]=3[N:46]=2)[CH:35]=[CH:36][C:37]=1[N:38]1[CH:42]=[C:41]([CH3:43])[N:40]=[CH:39]1, predict the reactants needed to synthesize it. The reactants are: CN(C)[CH:3]=[C:4]1[C:9](=O)[CH:8]([C:11]2[CH:16]=[CH:15][CH:14]=[C:13]([C:17]([F:20])([F:19])[F:18])[CH:12]=2)[CH2:7][CH2:6][CH2:5]1.[N+]([O-])(O)=O.[N+]([O-])(O)=O.[CH3:30][O:31][C:32]1[CH:33]=[C:34]([NH:44][C:45]([NH2:47])=[NH:46])[CH:35]=[CH:36][C:37]=1[N:38]1[CH:42]=[C:41]([CH3:43])[N:40]=[CH:39]1. (3) Given the product [Br:19][C:20]1[N:21]=[C:22]([C:2]2[CH:7]=[C:6]([C:8]3[CH:13]=[CH:12][C:11]([C:14]([F:17])([F:16])[F:15])=[CH:10][CH:9]=3)[CH:5]=[C:4]([CH3:18])[N:3]=2)[CH:23]=[CH:24][CH:25]=1, predict the reactants needed to synthesize it. The reactants are: I[C:2]1[CH:7]=[C:6]([C:8]2[CH:13]=[CH:12][C:11]([C:14]([F:17])([F:16])[F:15])=[CH:10][CH:9]=2)[CH:5]=[C:4]([CH3:18])[N:3]=1.[Br:19][C:20]1[CH:25]=[CH:24][CH:23]=[C:22](Br)[N:21]=1. (4) Given the product [CH2:1]([O:3][C:4]([C:6]1[N:11]=[C:10]([CH2:32][C:33]2[CH:38]=[CH:37][CH:36]=[CH:35][CH:34]=2)[C:9]2[S:13][C:14]([C:16]3[CH:21]=[CH:20][CH:19]=[CH:18][CH:17]=3)=[N:15][C:8]=2[C:7]=1[OH:22])=[O:5])[CH3:2], predict the reactants needed to synthesize it. The reactants are: [CH2:1]([O:3][C:4]([C:6]1[N:11]=[C:10](Br)[C:9]2[S:13][C:14]([C:16]3[CH:21]=[CH:20][CH:19]=[CH:18][CH:17]=3)=[N:15][C:8]=2[C:7]=1[OH:22])=[O:5])[CH3:2].B1([CH2:32][C:33]2[CH:38]=[CH:37][CH:36]=[CH:35][CH:34]=2)C2CCCC1CCC2.P([O-])([O-])([O-])=O.[K+].[K+].[K+].C1(P(C2CCCCC2)C2C=CC=CC=2C2C(OC)=CC=CC=2OC)CCCCC1. (5) Given the product [CH3:25][CH:24]([O:26][C@@H:27]1[CH2:28][CH2:29][C@H:30]([N:33]2[CH2:34][CH2:35][CH:36]([NH:39][C:2]3[CH:3]=[C:4]([CH3:11])[CH:5]=[CH:6][C:7]=3[N+:8]([O-:10])=[O:9])[CH2:37][CH2:38]2)[CH2:31][CH2:32]1)[CH3:23], predict the reactants needed to synthesize it. The reactants are: F[C:2]1[CH:3]=[C:4]([CH3:11])[CH:5]=[CH:6][C:7]=1[N+:8]([O-:10])=[O:9].C(N(C(C)C)CC)(C)C.Cl.Cl.[CH3:23][CH:24]([O:26][C@H:27]1[CH2:32][CH2:31][C@H:30]([N:33]2[CH2:38][CH2:37][CH:36]([NH2:39])[CH2:35][CH2:34]2)[CH2:29][CH2:28]1)[CH3:25]. (6) Given the product [OH:29][CH:26]([CH2:27][CH3:28])[CH2:25][NH:24][C:9]([C:8]1[C:3]([O:2][CH3:1])=[CH:4][CH:5]=[CH:6][C:7]=1[NH:12][C:11]([C:13]1[C:22]2[C:17](=[CH:18][CH:19]=[CH:20][CH:21]=2)[CH:16]=[CH:15][CH:14]=1)=[O:10])=[O:23], predict the reactants needed to synthesize it. The reactants are: [CH3:1][O:2][C:3]1[C:8]2[C:9](=[O:23])[O:10][C:11]([C:13]3[C:22]4[C:17](=[CH:18][CH:19]=[CH:20][CH:21]=4)[CH:16]=[CH:15][CH:14]=3)=[N:12][C:7]=2[CH:6]=[CH:5][CH:4]=1.[NH2:24][CH2:25][CH:26]([OH:29])[CH2:27][CH3:28]. (7) Given the product [CH3:12][C:13]1[CH:18]=[CH:17][N:16]=[C:15]([N:19]2[C:24](=[O:25])[CH:23]=[CH:22][C:21]([C:26]#[N:28])=[CH:20]2)[CH:14]=1, predict the reactants needed to synthesize it. The reactants are: CN(C)C=O.C(Cl)(=O)C(Cl)=O.[CH3:12][C:13]1[CH:18]=[CH:17][N:16]=[C:15]([N:19]2[C:24](=[O:25])[CH:23]=[CH:22][C:21]([C:26]([NH2:28])=O)=[CH:20]2)[CH:14]=1.C(N(CC)CC)C. (8) Given the product [F:30][C:20]1[CH:19]=[C:18]([NH:17][C:15](=[O:16])[CH2:14][C:13](=[O:31])[CH2:12][O:8][C:4]2[CH:5]=[CH:6][CH:7]=[C:2]([F:1])[CH:3]=2)[CH:23]=[CH:22][C:21]=1[N:24]1[CH2:25][CH2:26][O:27][CH2:28][CH2:29]1, predict the reactants needed to synthesize it. The reactants are: [F:1][C:2]1[CH:3]=[C:4]([OH:8])[CH:5]=[CH:6][CH:7]=1.[H-].[Na+].Br[CH2:12][C:13](=[O:31])[CH2:14][C:15]([NH:17][C:18]1[CH:23]=[CH:22][C:21]([N:24]2[CH2:29][CH2:28][O:27][CH2:26][CH2:25]2)=[C:20]([F:30])[CH:19]=1)=[O:16].O. (9) Given the product [S:1]1[C:9]2[CH:8]=[CH:7][N:6]=[CH:5][C:4]=2[N:3]=[C:2]1[NH2:10], predict the reactants needed to synthesize it. The reactants are: [S:1]1[C:9]2[CH:8]=[CH:7][N:6]=[CH:5][C:4]=2[N:3]=[C:2]1[NH:10]C(=O)C.O.[OH-].[Li+].